Predict which catalyst facilitates the given reaction. From a dataset of Catalyst prediction with 721,799 reactions and 888 catalyst types from USPTO. (1) Reactant: [OH:1][C@H:2]1[CH2:10][C:9]2[C:4](=[CH:5][CH:6]=[CH:7][CH:8]=2)[C@@H:3]1[N:11]1[CH2:16][CH2:15][CH2:14][C@@H:13]([NH:17]C(=O)OC(C)(C)C)[CH2:12]1.[N:25]1[N:26]([C:34]2[CH:39]=[C:38]([CH3:40])[CH:37]=[CH:36][C:35]=2O)[N:27]=[C:28]2[CH:33]=[CH:32][CH:31]=[CH:30][C:29]=12.C1(P(C2C=CC=CC=2)C2C=CC=CC=2)C=CC=CC=1.CC(OC(/N=N/C(OC(C)C)=O)=O)C. Product: [N:25]1[N:26]([C:34]2[CH:39]=[C:38]([CH3:40])[CH:37]=[CH:36][C:35]=2[O:1][C@@H:2]2[C:10]3[C:9](=[CH:8][CH:7]=[CH:6][CH:5]=3)[CH2:4][C@H:3]2[N:11]2[CH2:16][CH2:15][CH2:14][C@@H:13]([NH2:17])[CH2:12]2)[N:27]=[C:28]2[CH:33]=[CH:32][CH:31]=[CH:30][C:29]=12. The catalyst class is: 1. (2) Reactant: C([NH:8][C:9]1([CH:13]([C:16]([O:18][C:19]([CH3:22])([CH3:21])[CH3:20])=[O:17])[CH2:14][NH2:15])[CH2:12][CH2:11][CH2:10]1)C1C=CC=CC=1. Product: [NH2:8][C:9]1([CH:13]([C:16]([O:18][C:19]([CH3:22])([CH3:21])[CH3:20])=[O:17])[CH2:14][NH2:15])[CH2:12][CH2:11][CH2:10]1. The catalyst class is: 50. (3) Reactant: Cl[C:2]1[CH:7]=[CH:6][C:5]([N+:8]([O-:10])=[O:9])=[CH:4][N:3]=1.Cl.[N:12]1([C:18]([O:20][CH2:21][C:22]([NH:24][CH3:25])=[O:23])=[O:19])[CH2:17][CH2:16][NH:15][CH2:14][CH2:13]1.C(N(CC)C(C)C)(C)C. Product: [N+:8]([C:5]1[CH:6]=[CH:7][C:2]([N:15]2[CH2:14][CH2:13][N:12]([C:18]([O:20][CH2:21][C:22]([NH:24][CH3:25])=[O:23])=[O:19])[CH2:17][CH2:16]2)=[N:3][CH:4]=1)([O-:10])=[O:9]. The catalyst class is: 26. (4) Product: [Cl:1][C:2]1[CH:7]=[C:6]([Cl:8])[CH:5]=[CH:4][C:3]=1[C:9]1[C:10]2[N:11]([C:15]([NH2:19])=[C:16]([CH3:18])[N:17]=2)[CH:12]=[CH:13][N:14]=1. The catalyst class is: 186. Reactant: [Cl:1][C:2]1[CH:7]=[C:6]([Cl:8])[CH:5]=[CH:4][C:3]=1[C:9]1[C:10]2[N:11]([C:15]([N+:19]([O-])=O)=[C:16]([CH3:18])[N:17]=2)[CH:12]=[CH:13][N:14]=1.C(O)(=O)C. (5) Reactant: [Br:1][C:2]1[CH:3]=[C:4]([C:8](=O)[CH2:9][CH3:10])[CH:5]=[CH:6][CH:7]=1.C([SiH](CC)CC)C. Product: [Br:1][C:2]1[CH:7]=[CH:6][CH:5]=[C:4]([CH2:8][CH2:9][CH3:10])[CH:3]=1. The catalyst class is: 67. (6) Reactant: [CH3:1][C:2]1[C:7](/[CH:8]=[CH:9]/[C:10](/[CH3:20])=[CH:11]/[CH:12]=[CH:13]/[C:14](/[CH3:19])=[CH:15]\[C:16]([OH:18])=[O:17])=[C:6]([CH3:21])[C:5]([CH3:22])=[C:4]([O:23][CH3:24])[CH:3]=1. The catalyst class is: 7. Product: [CH3:1][C:2]1[C:7](/[CH:8]=[CH:9]/[C:10](/[CH3:20])=[CH:11]/[CH:12]=[CH:13]/[C:14](/[CH3:19])=[CH:15]/[C:16]([OH:18])=[O:17])=[C:6]([CH3:21])[C:5]([CH3:22])=[C:4]([O:23][CH3:24])[CH:3]=1.